This data is from Catalyst prediction with 721,799 reactions and 888 catalyst types from USPTO. The task is: Predict which catalyst facilitates the given reaction. Reactant: [CH3:1][O:2][C:3]1[CH:12]=[C:11]2[C:6]([CH:7]=[CH:8][C:9](=[O:33])[N:10]2[CH2:13][CH2:14][N:15]2[CH2:20][CH2:19][CH:18]([NH:21][CH2:22][C:23]3[CH:24]=[N:25][C:26]([C:29]([F:32])([F:31])[F:30])=[CH:27][CH:28]=3)[CH2:17][CH2:16]2)=[N:5][CH:4]=1.[ClH:34]. Product: [ClH:34].[CH3:1][O:2][C:3]1[CH:12]=[C:11]2[C:6]([CH:7]=[CH:8][C:9](=[O:33])[N:10]2[CH2:13][CH2:14][N:15]2[CH2:20][CH2:19][CH:18]([NH:21][CH2:22][C:23]3[CH:24]=[N:25][C:26]([C:29]([F:32])([F:31])[F:30])=[CH:27][CH:28]=3)[CH2:17][CH2:16]2)=[N:5][CH:4]=1. The catalyst class is: 2.